Dataset: Forward reaction prediction with 1.9M reactions from USPTO patents (1976-2016). Task: Predict the product of the given reaction. (1) Given the reactants [Cl:1][C:2]1[CH:7]=[C:6]([C:8]([F:11])([F:10])[F:9])[CH:5]=[C:4]([Cl:12])[C:3]=1[S:13](Cl)(=[O:15])=[O:14].[NH2:17][C:18]1[CH:22]=[CH:21][S:20][C:19]=1[C:23]([O:25][CH3:26])=[O:24].N1C=CC=CC=1, predict the reaction product. The product is: [Cl:1][C:2]1[CH:7]=[C:6]([C:8]([F:11])([F:10])[F:9])[CH:5]=[C:4]([Cl:12])[C:3]=1[S:13]([NH:17][C:18]1[CH:22]=[CH:21][S:20][C:19]=1[C:23]([O:25][CH3:26])=[O:24])(=[O:15])=[O:14]. (2) Given the reactants [C:1]([OH:10])(=[O:9])[C:2]1[C:3](=[CH:5][CH:6]=[CH:7][CH:8]=1)[OH:4].[CH2:11](Br)[C:12]1[CH:17]=[CH:16][CH:15]=[CH:14][CH:13]=1.C(=O)([O-])[O-].[K+].[K+].O.[OH-].[Li+], predict the reaction product. The product is: [CH2:11]([O:4][C:3]1[CH:5]=[CH:6][CH:7]=[CH:8][C:2]=1[C:1]([OH:10])=[O:9])[C:12]1[CH:17]=[CH:16][CH:15]=[CH:14][CH:13]=1. (3) Given the reactants Br[C:2]1[N:3]=[C:4]([CH3:8])[N:5]([CH3:7])[CH:6]=1.[Cl:9][C:10]1[CH:15]=[CH:14][C:13](B(O)O)=[CH:12][CH:11]=1.CC([O-])=O.[K+], predict the reaction product. The product is: [Cl:9][C:10]1[CH:15]=[CH:14][C:13]([C:2]2[N:3]=[C:4]([CH3:8])[N:5]([CH3:7])[CH:6]=2)=[CH:12][CH:11]=1. (4) The product is: [CH3:1][N:2]([CH2:3][CH2:4][C:5]1[CH:6]=[N:7][CH:8]=[CH:9][CH:10]=1)[S:21]([C:20]1[C:16]2[CH2:15][CH2:14][CH2:13][C:12](=[O:11])[C:17]=2[S:18][CH:19]=1)(=[O:22])=[O:23]. Given the reactants [CH3:1][NH:2][CH2:3][CH2:4][C:5]1[CH:6]=[N:7][CH:8]=[CH:9][CH:10]=1.[O:11]=[C:12]1[C:17]2[S:18][CH:19]=[C:20]([S:21](Cl)(=[O:23])=[O:22])[C:16]=2[CH2:15][CH2:14][CH2:13]1, predict the reaction product. (5) Given the reactants [Br:1][C:2]1[CH:8]=[CH:7][CH:6]=[CH:5][C:3]=1[NH2:4].[CH2:9]([S:11](Cl)(=[O:13])=[O:12])[CH3:10], predict the reaction product. The product is: [Br:1][C:2]1[CH:8]=[CH:7][CH:6]=[CH:5][C:3]=1[NH:4][S:11]([CH2:9][CH3:10])(=[O:13])=[O:12].